From a dataset of HIV replication inhibition screening data with 41,000+ compounds from the AIDS Antiviral Screen. Binary Classification. Given a drug SMILES string, predict its activity (active/inactive) in a high-throughput screening assay against a specified biological target. (1) The molecule is OCc1c(-c2cccc3ccccc23)sc(-c2cccc3ccccc23)c1CO. The result is 0 (inactive). (2) The compound is COC(CN1CCOCCOCCOCC1)CN1CCOCCOCCOCC1.[O-][Cl+3]([O-])([O-])O. The result is 0 (inactive). (3) The drug is COc1ccc(C(=O)NC(=S)Nc2ccccc2)cc1. The result is 0 (inactive).